Dataset: Forward reaction prediction with 1.9M reactions from USPTO patents (1976-2016). Task: Predict the product of the given reaction. (1) Given the reactants Cl[C:2]1[C:3]2[C:10]([C:11]([OH:13])=[O:12])=[CH:9][NH:8][C:4]=2[N:5]=[CH:6][N:7]=1.[CH3:14][C:15]1[CH:23]=[C:22]2[C:18]([CH:19]=[N:20][NH:21]2)=[CH:17][C:16]=1[NH2:24], predict the reaction product. The product is: [CH3:14][C:15]1[CH:23]=[C:22]2[C:18]([CH:19]=[N:20][NH:21]2)=[CH:17][C:16]=1[NH:24][C:2]1[C:3]2[C:10]([C:11]([OH:13])=[O:12])=[CH:9][NH:8][C:4]=2[N:5]=[CH:6][N:7]=1. (2) The product is: [O:8]=[C:3]1[C@H:4]2[CH2:7][C@H:1]([CH:6]=[CH:5]2)[N:2]1[C:9]([O:11][C:12]([CH3:15])([CH3:14])[CH3:13])=[O:10]. Given the reactants [C@@H:1]12[CH2:7][C@@H:4]([CH:5]=[CH:6]1)[C:3](=[O:8])[NH:2]2.[C:9](O[C:9]([O:11][C:12]([CH3:15])([CH3:14])[CH3:13])=[O:10])([O:11][C:12]([CH3:15])([CH3:14])[CH3:13])=[O:10], predict the reaction product. (3) Given the reactants [CH3:1][C@H:2]1[C@:14]23[CH:17]=[C:18]([CH3:21])[C@H:19]([OH:20])[C@@:13]2([OH:22])[C@H:12]([OH:23])[C:11]([CH2:24][OH:25])=[CH:10][C@H:9]([C:15]3=[O:16])[C@@H:5]2[C:6]([CH3:8])([CH3:7])[C@@H:4]2[CH2:3]1.O.[C:27]1(C)[CH:32]=CC(S(O)(=O)=O)=C[CH:28]=1.[CH3:38][C:39]([CH3:41])=O, predict the reaction product. The product is: [CH3:1][CH:2]1[C:14]23[CH:17]=[C:18]([CH3:21])[CH:19]4[O:20][C:39]([CH3:41])([CH3:38])[O:22][C:13]24[CH:12]2[C:11]([CH2:24][O:25][C:27]([CH3:32])([CH3:28])[O:23]2)=[CH:10][CH:9]([C:15]3=[O:16])[CH:5]2[C:6]([CH3:8])([CH3:7])[CH:4]2[CH2:3]1. (4) Given the reactants [F:1][C:2]([F:13])([F:12])[C@H:3]1[CH2:8][CH2:7][C@H:6]([C:9](O)=[O:10])[CH2:5][CH2:4]1.S(Cl)(Cl)=O.[NH4+:18].[OH-], predict the reaction product. The product is: [F:1][C:2]([F:13])([F:12])[C@H:3]1[CH2:8][CH2:7][C@H:6]([C:9]([NH2:18])=[O:10])[CH2:5][CH2:4]1.